From a dataset of Forward reaction prediction with 1.9M reactions from USPTO patents (1976-2016). Predict the product of the given reaction. (1) Given the reactants C([O:8][C:9]1[CH:14]=[C:13]([O:15]CC2C=CC=CC=2)[C:12]([C:23]([CH3:25])=[CH2:24])=[CH:11][C:10]=1[C:26]([N:28]1[CH2:36][C:35]2[C:30](=[CH:31][CH:32]=[C:33]([C:37]3([OH:44])[CH2:42][CH2:41][N:40]([CH3:43])[CH2:39][CH2:38]3)[CH:34]=2)[CH2:29]1)=[O:27])C1C=CC=CC=1, predict the reaction product. The product is: [OH:8][C:9]1[CH:14]=[C:13]([OH:15])[C:12]([CH:23]([CH3:25])[CH3:24])=[CH:11][C:10]=1[C:26]([N:28]1[CH2:36][C:35]2[C:30](=[CH:31][CH:32]=[C:33]([C:37]3([OH:44])[CH2:42][CH2:41][N:40]([CH3:43])[CH2:39][CH2:38]3)[CH:34]=2)[CH2:29]1)=[O:27]. (2) Given the reactants [F:1][C:2]1[CH:7]=[CH:6][C:5]([N:8]=[C:9]=[O:10])=[CH:4][C:3]=1[N+:11]([O-:13])=[O:12].CO[CH:16](OC)[CH2:17][NH:18][C:19]1[CH:24]=[CH:23][C:22]([O:25][C:26]2[CH:31]=[CH:30][CH:29]=[CH:28][CH:27]=2)=[CH:21][CH:20]=1, predict the reaction product. The product is: [F:1][C:2]1[CH:7]=[CH:6][C:5]([N:8]2[CH:16]=[CH:17][N:18]([C:19]3[CH:24]=[CH:23][C:22]([O:25][C:26]4[CH:31]=[CH:30][CH:29]=[CH:28][CH:27]=4)=[CH:21][CH:20]=3)[C:9]2=[O:10])=[CH:4][C:3]=1[N+:11]([O-:13])=[O:12]. (3) Given the reactants Cl.[Cl:2][CH2:3][C:4]1([C:8]([O:10][CH2:11][CH3:12])=[O:9])[CH2:7][NH:6][CH2:5]1.[CH3:13][O:14][C:15]1[CH:16]=[C:17]([CH:21]=[CH:22][CH:23]=1)[C:18](Cl)=[O:19], predict the reaction product. The product is: [Cl:2][CH2:3][C:4]1([C:8]([O:10][CH2:11][CH3:12])=[O:9])[CH2:7][N:6]([C:18](=[O:19])[C:17]2[CH:21]=[CH:22][CH:23]=[C:15]([O:14][CH3:13])[CH:16]=2)[CH2:5]1. (4) The product is: [Cl:27][C:28]1[C:29](=[O:46])[N:30]([CH2:36][C:37]2[CH:42]=[CH:41][C:40]([O:43][CH3:44])=[C:39]([Cl:45])[CH:38]=2)[C:31]([CH3:35])=[CH:32][C:33]=1[O:34][CH2:8][C:9]1[CH:26]=[CH:25][CH:24]=[CH:23][C:10]=1[CH2:11][N:12]1[C:20](=[O:21])[C:19]2[C:14](=[CH:15][CH:16]=[CH:17][CH:18]=2)[C:13]1=[O:22]. Given the reactants C(=O)([O-])[O-].[K+].[K+].Cl[CH2:8][C:9]1[CH:26]=[CH:25][CH:24]=[CH:23][C:10]=1[CH2:11][N:12]1[C:20](=[O:21])[C:19]2[C:14](=[CH:15][CH:16]=[CH:17][CH:18]=2)[C:13]1=[O:22].[Cl:27][C:28]1[C:29](=[O:46])[N:30]([CH2:36][C:37]2[CH:42]=[CH:41][C:40]([O:43][CH3:44])=[C:39]([Cl:45])[CH:38]=2)[C:31]([CH3:35])=[CH:32][C:33]=1[OH:34], predict the reaction product. (5) Given the reactants Br[C:2]1[CH:3]=[C:4]([C:12]([O:14][CH3:15])=[O:13])[CH:5]=[C:6]([CH:11]=1)[C:7]([O:9][CH3:10])=[O:8].[CH3:16][C:17]1[CH:18]=[CH:19][C:20]([Sn](CCCC)(CCCC)CCCC)=[N:21][CH:22]=1, predict the reaction product. The product is: [CH3:16][C:17]1[CH:18]=[CH:19][C:20]([C:2]2[CH:3]=[C:4]([C:12]([O:14][CH3:15])=[O:13])[CH:5]=[C:6]([CH:11]=2)[C:7]([O:9][CH3:10])=[O:8])=[N:21][CH:22]=1. (6) Given the reactants [Li+].[CH3:2][Si:3]([N-][Si:3]([CH3:5])([CH3:4])[CH3:2])([CH3:5])[CH3:4].[Cl:11][C:12]1[CH:13]=[CH:14][C:15]([O:20][CH3:21])=[C:16]([CH:19]=1)[CH:17]=O.C[Si](Cl)(C)C.[CH2:27]([N:29](CC)CC)[CH3:28].C(Cl)(=[O:36])C, predict the reaction product. The product is: [Cl:11][C:12]1[CH:13]=[CH:14][C:15]([O:20][CH3:21])=[C:16]([CH:17]=[N:29][C:27]([O:36][Si:3]([CH3:5])([CH3:4])[CH3:2])=[CH2:28])[CH:19]=1. (7) Given the reactants [CH3:1][O:2][C:3]1[CH:8]=[CH:7][C:6]([N:9]([CH2:18][C:19]2[CH:24]=[CH:23][C:22]([CH3:25])=[CH:21][CH:20]=2)[CH2:10][C:11]2[CH:16]=[CH:15][C:14]([CH3:17])=[CH:13][CH:12]=2)=[CH:5][C:4]=1[N+:26]([O-])=O.[Cl-].[Ca+2].[Cl-], predict the reaction product. The product is: [CH3:1][O:2][C:3]1[CH:8]=[CH:7][C:6]([N:9]([CH2:18][C:19]2[CH:20]=[CH:21][C:22]([CH3:25])=[CH:23][CH:24]=2)[CH2:10][C:11]2[CH:16]=[CH:15][C:14]([CH3:17])=[CH:13][CH:12]=2)=[CH:5][C:4]=1[NH2:26]. (8) Given the reactants Cl.[CH3:2][C:3]1[S:7][C:6]([C:8](=[NH:10])[NH2:9])=[N:5][N:4]=1.[Br:11][C:12]1[CH:19]=[C:18]([F:20])[CH:17]=[CH:16][C:13]=1[CH:14]=O.O=[C:22]([CH3:29])[CH2:23][C:24]([O:26][CH2:27][CH3:28])=[O:25], predict the reaction product. The product is: [Br:11][C:12]1[CH:19]=[C:18]([F:20])[CH:17]=[CH:16][C:13]=1[CH:14]1[C:23]([C:24]([O:26][CH2:27][CH3:28])=[O:25])=[C:22]([CH3:29])[NH:9][C:8]([C:6]2[S:7][C:3]([CH3:2])=[N:4][N:5]=2)=[N:10]1. (9) The product is: [CH:1]1([C:4]2[C:5]([CH:31]3[CH2:32][C:33]([F:36])([F:35])[CH2:34]3)=[CH:6][C:7]([O:29][CH3:30])=[C:8]([CH:28]=2)[CH2:9][CH:10]2[C:13]3([CH2:17][C:16]([CH:18]4[CH2:23][C:22]([CH3:27])([C:24]([OH:26])=[O:25])[CH2:21][CH2:20][NH:19]4)=[N:15][O:14]3)[CH2:12][NH:11]2)[CH2:2][CH2:3]1. Given the reactants [CH:1]1([C:4]2[C:5]([CH:31]3[CH2:34][C:33]([F:36])([F:35])[CH2:32]3)=[CH:6][C:7]([O:29][CH3:30])=[C:8]([CH:28]=2)[CH2:9][CH:10]2[C:13]3([CH2:17][C:16]([CH:18]4[CH2:23][C:22]([CH3:27])([C:24]([O-:26])=[O:25])[CH2:21][CH2:20][NH:19]4)=[N:15][O:14]3)[CH2:12][NH:11]2)[CH2:3][CH2:2]1.[OH-].[Na+].CO.Cl, predict the reaction product. (10) The product is: [F:1][C:2]1[CH:29]=[CH:28][C:5]([CH2:6][NH:7][C:8]([C:10]2([CH2:23][CH2:24][CH2:25][CH2:26][N:36]3[CH2:35][CH2:34][N:33]([C:37]4[CH:46]=[CH:45][C:44]5[C:39](=[CH:40][CH:41]=[CH:42][CH:43]=5)[N:38]=4)[CH2:32][C@@H:31]3[CH3:30])[C:22]3[CH:21]=[CH:20][CH:19]=[CH:18][C:17]=3[C:16]3[C:11]2=[CH:12][CH:13]=[CH:14][CH:15]=3)=[O:9])=[CH:4][CH:3]=1. Given the reactants [F:1][C:2]1[CH:29]=[CH:28][C:5]([CH2:6][NH:7][C:8]([C:10]2([CH2:23][CH2:24][CH2:25][CH2:26]Br)[C:22]3[CH:21]=[CH:20][CH:19]=[CH:18][C:17]=3[C:16]3[C:11]2=[CH:12][CH:13]=[CH:14][CH:15]=3)=[O:9])=[CH:4][CH:3]=1.[CH3:30][C@@H:31]1[NH:36][CH2:35][CH2:34][N:33]([C:37]2[CH:46]=[CH:45][C:44]3[C:39](=[CH:40][CH:41]=[CH:42][CH:43]=3)[N:38]=2)[CH2:32]1, predict the reaction product.